The task is: Predict the reactants needed to synthesize the given product.. This data is from Full USPTO retrosynthesis dataset with 1.9M reactions from patents (1976-2016). (1) Given the product [S:22]1[CH:6]=[CH:7][CH:2]=[C:3]1[S:8]([N:11]1[C:19]2[CH:18]=[CH:17][CH:16]=[C:15]([CH:20]=[O:21])[C:14]=2[CH:13]=[CH:12]1)(=[O:10])=[O:9], predict the reactants needed to synthesize it. The reactants are: C[C:2]1[CH:7]=[CH:6]C=C[C:3]=1[S:8]([N:11]1[C:19]2[CH:18]=[CH:17][CH:16]=[C:15]([CH:20]=[O:21])[C:14]=2[CH:13]=[CH:12]1)(=[O:10])=[O:9].[S:22]1C=CC=C1S(N1C2C(=C(C=C)C=CC=2)C=C1)(=O)=O.N1C(C)=CC=CC=1C.I([O-])(=O)(=O)=O.[Na+]. (2) The reactants are: C(=O)(OCC)O[CH2:3]/[C:4](/[CH3:14])=[CH:5]/[C:6]1[CH:11]=[CH:10][CH:9]=[C:8]([C:12]#[N:13])[CH:7]=1.[C:19]([O:23][C:24]([N:26]1[CH2:31][CH2:30][CH:29]([O:32][C:33]2[CH:38]=[CH:37][C:36]([NH:39][S:40]([CH2:43][CH3:44])(=[O:42])=[O:41])=[CH:35][CH:34]=2)[CH2:28][CH2:27]1)=[O:25])([CH3:22])([CH3:21])[CH3:20].C1(P(C2C=CC=CC=2)C2C=CC=CC=2)C=CC=CC=1. Given the product [C:19]([O:23][C:24]([N:26]1[CH2:31][CH2:30][CH:29]([O:32][C:33]2[CH:34]=[CH:35][C:36]([N:39]([CH2:3]/[C:4](/[CH3:14])=[CH:5]/[C:6]3[CH:11]=[CH:10][CH:9]=[C:8]([C:12]#[N:13])[CH:7]=3)[S:40]([CH2:43][CH3:44])(=[O:42])=[O:41])=[CH:37][CH:38]=2)[CH2:28][CH2:27]1)=[O:25])([CH3:22])([CH3:21])[CH3:20], predict the reactants needed to synthesize it. (3) Given the product [OH:1][C:2]1([C:9]2[S:10][CH:11]=[C:12]([CH3:14])[N:13]=2)[CH2:7][CH2:6][CH:5]([N:15]2[CH2:18][CH:17]([NH:19][C:20]([CH2:22][NH:23][C:24](=[O:35])[C:25]3[CH:30]=[CH:29][CH:28]=[C:27]([C:31]([F:34])([F:32])[F:33])[CH:26]=3)=[O:21])[CH2:16]2)[CH2:4][CH2:3]1, predict the reactants needed to synthesize it. The reactants are: [OH:1][C:2]1([C:9]2[S:10][CH:11]=[C:12]([CH3:14])[N:13]=2)[CH2:7][CH2:6][C:5](=O)[CH2:4][CH2:3]1.[NH:15]1[CH2:18][CH:17]([NH:19][C:20]([CH2:22][NH:23][C:24](=[O:35])[C:25]2[CH:30]=[CH:29][CH:28]=[C:27]([C:31]([F:34])([F:33])[F:32])[CH:26]=2)=[O:21])[CH2:16]1. (4) Given the product [NH2:23][C:20]1[N:21]=[CH:22][C:17]([CH2:16][NH:15][C:13](=[O:14])/[CH:12]=[CH:11]/[CH:8]2[CH2:7][C:6]3[C:5]([C:31]4[CH:36]=[CH:35][C:34]([C:37]([N:39]5[CH2:42][CH:41]([F:43])[CH2:40]5)=[O:38])=[CH:33][CH:32]=4)=[CH:4][CH:3]=[C:2]([Cl:1])[C:10]=3[O:9]2)=[CH:18][CH:19]=1, predict the reactants needed to synthesize it. The reactants are: [Cl:1][C:2]1[C:10]2[O:9][CH:8](/[CH:11]=[CH:12]/[C:13]([NH:15][CH2:16][C:17]3[CH:18]=[CH:19][C:20]([NH:23]C(=O)OC(C)(C)C)=[N:21][CH:22]=3)=[O:14])[CH2:7][C:6]=2[C:5]([C:31]2[CH:36]=[CH:35][C:34]([C:37]([N:39]3[CH2:42][CH:41]([F:43])[CH2:40]3)=[O:38])=[CH:33][CH:32]=2)=[CH:4][CH:3]=1.C(O)(C(F)(F)F)=O.